This data is from Reaction yield outcomes from USPTO patents with 853,638 reactions. The task is: Predict the reaction yield, written as a fraction of the theoretical maximum amount of product (1.0 means a 100% yield; for example, 0.34 means a 34% yield). (1) The reactants are N(C(C)(C)C#N)=NC(C)(C)C#N.[CH3:13][C:14]1[CH:23]=[C:22]([N+:24]([O-:26])=[O:25])[CH:21]=[CH:20][C:15]=1[C:16]([O:18][CH3:19])=[O:17].[Br:27]N1C(=O)CCC1=O. The catalyst is C(Cl)(Cl)(Cl)Cl. The product is [Br:27][CH2:13][C:14]1[CH:23]=[C:22]([N+:24]([O-:26])=[O:25])[CH:21]=[CH:20][C:15]=1[C:16]([O:18][CH3:19])=[O:17]. The yield is 0.390. (2) The reactants are S(Cl)(Cl)=O.[C:5]([C:7]1[CH:12]=[CH:11][C:10]([N:13]2[C:20](=[O:21])[C:16]3([CH2:19][CH2:18][CH2:17]3)[N:15]([C:22]3[CH:27]=[CH:26][C:25]([CH2:28][C:29]([OH:31])=O)=[CH:24][CH:23]=3)[C:14]2=[S:32])=[CH:9][C:8]=1[C:33]([F:36])([F:35])[F:34])#[N:6].[CH3:37][NH2:38]. The catalyst is C1COCC1. The product is [CH3:37][NH:38][C:29](=[O:31])[CH2:28][C:25]1[CH:24]=[CH:23][C:22]([N:15]2[C:14](=[S:32])[N:13]([C:10]3[CH:11]=[CH:12][C:7]([C:5]#[N:6])=[C:8]([C:33]([F:35])([F:36])[F:34])[CH:9]=3)[C:20](=[O:21])[C:16]32[CH2:19][CH2:18][CH2:17]3)=[CH:27][CH:26]=1. The yield is 0.950. (3) The reactants are [CH2:1]([O:8][C:9]([N:11]1[CH2:16][CH2:15][CH:14]([N:17]([C:23]([O:25][C:26]([CH3:29])([CH3:28])[CH3:27])=[O:24])[CH2:18][CH2:19][C:20]([OH:22])=O)[CH2:13][CH2:12]1)=[O:10])[C:2]1[CH:7]=[CH:6][CH:5]=[CH:4][CH:3]=1.CC[N:32]=C=NCCCN(C)C.C1C=CC2N(O)N=NC=2C=1.N. The catalyst is CN(C=O)C. The product is [NH2:32][C:20](=[O:22])[CH2:19][CH2:18][N:17]([C:23]([O:25][C:26]([CH3:27])([CH3:29])[CH3:28])=[O:24])[CH:14]1[CH2:13][CH2:12][N:11]([C:9]([O:8][CH2:1][C:2]2[CH:7]=[CH:6][CH:5]=[CH:4][CH:3]=2)=[O:10])[CH2:16][CH2:15]1. The yield is 0.830. (4) The reactants are [I:1]Cl.[NH:3]1[C:11]2[C:6](=[CH:7][CH:8]=[CH:9][N:10]=2)[CH:5]=[CH:4]1.C(N(CC)CC)C.[C:19]1([S:25](Cl)(=[O:27])=[O:26])[CH:24]=[CH:23][CH:22]=[CH:21][CH:20]=1. The catalyst is C(Cl)Cl.N1C=CC=CC=1.C(OCC)(=O)C.CN(C1C=CN=CC=1)C. The product is [C:19]1([S:25]([N:3]2[C:11]3=[N:10][CH:9]=[CH:8][CH:7]=[C:6]3[C:5]([I:1])=[CH:4]2)(=[O:27])=[O:26])[CH:24]=[CH:23][CH:22]=[CH:21][CH:20]=1. The yield is 0.640. (5) The reactants are [Cl:1][C:2]1[C:3](Cl)=[N:4][CH:5]=[C:6]([CH:10]=1)[C:7]([OH:9])=[O:8].[Cl:12][C:13]1[CH:19]=[CH:18][C:16]([NH2:17])=[CH:15][CH:14]=1.C(OCC)(=O)C. The catalyst is C(O)(=O)C. The product is [Cl:1][C:2]1[C:3]([NH:17][C:16]2[CH:18]=[CH:19][C:13]([Cl:12])=[CH:14][CH:15]=2)=[N:4][CH:5]=[C:6]([CH:10]=1)[C:7]([OH:9])=[O:8]. The yield is 0.650. (6) The catalyst is C1C=CC(P(C2C=CC=CC=2)[C-]2C=CC=C2)=CC=1.C1C=CC(P(C2C=CC=CC=2)[C-]2C=CC=C2)=CC=1.Cl[Pd]Cl.[Fe+2].O. The reactants are Cl[C:2]1[C:7]([CH:8]=[O:9])=[C:6]([N:10]2[CH2:22][CH2:21][C:20]3[N:19]4[C:14]([CH2:15][CH2:16][CH2:17][CH2:18]4)=[CH:13][C:12]=3[C:11]2=[O:23])[N:5]=[CH:4][CH:3]=1.[CH3:24][N:25]1[CH:30]=[C:29](B2OC(C)(C)C(C)(C)O2)[CH:28]=[C:27]([NH:40][C:41]2[CH:50]=[C:44]3[CH2:45][N:46]([CH3:49])[CH2:47][CH2:48][N:43]3[N:42]=2)[C:26]1=[O:51].CC([O-])=O.[Na+].C(#N)C. The yield is 0.600. The product is [CH:8]([C:7]1[C:6]([N:10]2[CH2:22][CH2:21][C:20]3[N:19]4[C:14]([CH2:15][CH2:16][CH2:17][CH2:18]4)=[CH:13][C:12]=3[C:11]2=[O:23])=[N:5][CH:4]=[CH:3][C:2]=1[C:29]1[CH:28]=[C:27]([NH:40][C:41]2[CH:50]=[C:44]3[CH2:45][N:46]([CH3:49])[CH2:47][CH2:48][N:43]3[N:42]=2)[C:26](=[O:51])[N:25]([CH3:24])[CH:30]=1)=[O:9]. (7) The reactants are [Br:1][C:2]1[CH:3]=[C:4]2[C:8](=[CH:9][CH:10]=1)[NH:7][CH2:6][CH2:5]2.[C:11]([N:14]1[CH2:20][CH2:19][C:18]2[CH:21]=[C:22]([S:25](Cl)(=[O:27])=[O:26])[CH:23]=[CH:24][C:17]=2[CH2:16][CH2:15]1)(=[O:13])[CH3:12]. No catalyst specified. The product is [Br:1][C:2]1[CH:3]=[C:4]2[C:8](=[CH:9][CH:10]=1)[N:7]([S:25]([C:22]1[CH:23]=[CH:24][C:17]3[CH2:16][CH2:15][N:14]([C:11](=[O:13])[CH3:12])[CH2:20][CH2:19][C:18]=3[CH:21]=1)(=[O:26])=[O:27])[CH2:6][CH2:5]2. The yield is 0.730.